From a dataset of Catalyst prediction with 721,799 reactions and 888 catalyst types from USPTO. Predict which catalyst facilitates the given reaction. (1) Reactant: [CH2:1]([N:8]1[CH2:14][C:13]2[N:15]=[CH:16][C:17](Cl)=[N:18][C:12]=2[O:11][CH2:10][CH2:9]1)[C:2]1[CH:7]=[CH:6][CH:5]=[CH:4][CH:3]=1.[CH3:20][NH:21][CH:22]([CH3:24])[CH3:23].CC(C1C=C(C(C)C)C(C2C=CC=CC=2P(C2CCCCC2)C2CCCCC2)=C(C(C)C)C=1)C.CC(C)([O-])C.[Na+]. Product: [CH2:1]([N:8]1[CH2:14][C:13]2[N:15]=[CH:16][C:17]([N:21]([CH3:20])[CH:22]([CH3:24])[CH3:23])=[N:18][C:12]=2[O:11][CH2:10][CH2:9]1)[C:2]1[CH:7]=[CH:6][CH:5]=[CH:4][CH:3]=1. The catalyst class is: 491. (2) Reactant: [C:1]([CH:4]1[NH:9][CH2:8][CH2:7][N:6]([C:10]([O:12][C:13]([CH3:16])([CH3:15])[CH3:14])=[O:11])[CH2:5]1)(=[O:3])[NH2:2].C=O.[C:19](O[BH-](OC(=O)C)OC(=O)C)(=O)C.[Na+]. Product: [C:1]([CH:4]1[N:9]([CH3:19])[CH2:8][CH2:7][N:6]([C:10]([O:12][C:13]([CH3:16])([CH3:15])[CH3:14])=[O:11])[CH2:5]1)(=[O:3])[NH2:2]. The catalyst class is: 5. (3) Reactant: [N:1]([C@@H:4]1[CH2:7][O:6][C@@H:5]1[CH2:8][O:9][CH2:10][C:11]1[CH:16]=[CH:15][CH:14]=[CH:13][CH:12]=1)=[N+]=[N-].C1(P(C2C=CC=CC=2)C2C=CC=CC=2)C=CC=CC=1.O. Product: [CH2:10]([O:9][CH2:8][C@@H:5]1[C@H:4]([NH2:1])[CH2:7][O:6]1)[C:11]1[CH:12]=[CH:13][CH:14]=[CH:15][CH:16]=1. The catalyst class is: 7.